From a dataset of Full USPTO retrosynthesis dataset with 1.9M reactions from patents (1976-2016). Predict the reactants needed to synthesize the given product. (1) Given the product [ClH:16].[Cl:16][C:13]1[CH:14]=[CH:15][C:10]([C@@H:9]2[O:8][CH2:7][CH2:6][NH:5][CH2:4][C@H:3]2[CH2:2][N:1]2[CH2:26][CH2:27][CH2:28][CH2:29][C:30]2=[O:31])=[CH:11][C:12]=1[F:17], predict the reactants needed to synthesize it. The reactants are: [NH2:1][CH2:2][C@H:3]1[C@H:9]([C:10]2[CH:15]=[CH:14][C:13]([Cl:16])=[C:12]([F:17])[CH:11]=2)[O:8][CH2:7][CH2:6][N:5](C(OC(C)(C)C)=O)[CH2:4]1.Cl[CH2:26][CH2:27][CH2:28][CH2:29][C:30](Cl)=[O:31]. (2) Given the product [OH:24][C:21]1[CH:20]=[CH:19][C:18]([NH:17][C:16]([C@@H:12]2[CH2:13][CH2:14][CH2:15][NH:11]2)=[O:32])=[CH:23][CH:22]=1, predict the reactants needed to synthesize it. The reactants are: C(OC([N:11]1[CH2:15][CH2:14][CH2:13][C@H:12]1[C:16](=[O:32])[NH:17][C:18]1[CH:23]=[CH:22][C:21]([O:24]CC2C=CC=CC=2)=[CH:20][CH:19]=1)=O)C1C=CC=CC=1.[H][H]. (3) Given the product [NH2:1][C:2]1[C:7]([F:8])=[C:6]([CH:9]2[CH2:10][CH2:11][CH2:12]2)[N:5]=[C:4]([C:13]([OH:22])=[O:14])[C:3]=1[Cl:15], predict the reactants needed to synthesize it. The reactants are: [NH2:1][C:2]1[C:7]([F:8])=[C:6]([CH:9]2[CH2:12][CH2:11][CH2:10]2)[N:5]=[C:4]([CH:13]=[O:14])[C:3]=1[Cl:15].CC(=CC)C.P([O-])([O-])(O)=[O:22].[Na+].[Na+].Cl([O-])=O.[Na+]. (4) Given the product [C:1](=[O:13])([S:11][CH3:12])[O:2][CH2:3][O:5][C:6](=[O:10])[CH2:7][CH2:9][CH3:15], predict the reactants needed to synthesize it. The reactants are: [C:1](=[O:13])([S:11][CH3:12])[O:2][CH:3]([O:5][C:6](=[O:10])[CH:7]([CH3:9])C)C.Cl[C:15](OCCl)=O.C(O)(=O)CCC. (5) Given the product [C:1]([O:5][C:6]([N:8]1[CH2:20][C@@H:19]([CH3:21])[N:18]2[C@H:10]([CH2:11][C:12]3[C:17]2=[N:16][C:15]([CH3:22])=[C:14]([CH2:23][O:24][CH3:27])[CH:13]=3)[CH2:9]1)=[O:7])([CH3:2])([CH3:3])[CH3:4], predict the reactants needed to synthesize it. The reactants are: [C:1]([O:5][C:6]([N:8]1[CH2:20][C@@H:19]([CH3:21])[N:18]2[C@H:10]([CH2:11][C:12]3[C:17]2=[N:16][C:15]([CH3:22])=[C:14]([CH2:23][OH:24])[CH:13]=3)[CH2:9]1)=[O:7])([CH3:4])([CH3:3])[CH3:2].[H-].[Na+].[CH3:27]I. (6) Given the product [F:17][C:18]1[CH:19]=[C:20]([N:21]=[C:1]=[S:2])[CH:22]=[CH:23][C:24]=1[O:25][CH2:26][C:27]([F:28])([F:29])[F:30], predict the reactants needed to synthesize it. The reactants are: [C:1](N1C=CC=CC1=O)(N1C=CC=CC1=O)=[S:2].[F:17][C:18]1[CH:19]=[C:20]([CH:22]=[CH:23][C:24]=1[O:25][CH2:26][C:27]([F:30])([F:29])[F:28])[NH2:21]. (7) Given the product [CH2:57]([N:36]([CH2:34][CH3:35])[CH2:37][CH2:38][NH:39][C:40]([C:42]1[C:55]2[C:46](=[N:47][C:16]3[C:11]([N:10]=2)=[CH:12][CH:13]=[C:14]([Sn:19]([CH2:20][CH2:21][CH2:22][CH3:23])([CH2:24][CH2:25][CH2:26][CH3:27])[CH2:28][CH2:29][CH2:30][CH3:31])[CH:15]=3)[CH:45]=[CH:44][CH:43]=1)=[O:41])[CH3:58], predict the reactants needed to synthesize it. The reactants are: C(N(CC)CCNC(C1C=C[C:16]2[C:11](=[CH:12][CH:13]=[C:14]([Sn:19]([CH2:28][CH2:29][CH2:30][CH3:31])([CH2:24][CH2:25][CH2:26][CH3:27])[CH2:20][CH2:21][CH2:22][CH3:23])[CH:15]=2)[N:10]=1)=O)C.[CH2:34]([N:36]([CH2:57][CH3:58])[CH2:37][CH2:38][NH:39][C:40]([C:42]1[C:55]2[C:46](=[N:47]C3C(N=2)=CC=C(Br)C=3)[CH:45]=[CH:44][CH:43]=1)=[O:41])[CH3:35]. (8) Given the product [OH:27][CH2:26][C@H:15]([NH:14][C:11]([C:4]1[C:5]2[O:9][CH2:8][CH2:7][C:6]=2[CH:10]=[C:2]([Br:1])[CH:3]=1)=[O:12])[CH2:16][C:17]1[C:25]2[C:20](=[CH:21][CH:22]=[CH:23][CH:24]=2)[NH:19][CH:18]=1, predict the reactants needed to synthesize it. The reactants are: [Br:1][C:2]1[CH:3]=[C:4]([C:11](Cl)=[O:12])[C:5]2[O:9][CH2:8][CH2:7][C:6]=2[CH:10]=1.[NH2:14][C@@H:15]([CH2:26][OH:27])[CH2:16][C:17]1[C:25]2[C:20](=[CH:21][CH:22]=[CH:23][CH:24]=2)[NH:19][CH:18]=1.CN1CCOCC1.CCN=C=NCCCN(C)C. (9) Given the product [C:15]1([NH:14][C@H:10]2[CH2:11][CH2:12][CH2:13][NH:8][CH2:9]2)[CH:20]=[CH:19][CH:18]=[CH:17][CH:16]=1, predict the reactants needed to synthesize it. The reactants are: C(OC([N:8]1[CH2:13][CH2:12][CH2:11][C@H:10]([NH:14][C:15]2[CH:20]=[CH:19][CH:18]=[CH:17][CH:16]=2)[CH2:9]1)=O)(C)(C)C. (10) Given the product [Cl:1][C:2]1[CH:3]=[CH:4][C:5]([O:26][CH3:27])=[C:6]([CH:25]=1)[C:7](=[S:37])/[N:9]=[C:10]1\[S:11][C:12]2[C:22]([CH3:24])([CH3:23])[O:21][CH2:20][CH2:19][C:13]=2[N:14]\1[CH2:15][CH:16]([CH3:18])[CH3:17], predict the reactants needed to synthesize it. The reactants are: [Cl:1][C:2]1[CH:3]=[CH:4][C:5]([O:26][CH3:27])=[C:6]([CH:25]=1)[C:7](/[N:9]=[C:10]1\[S:11][C:12]2[C:22]([CH3:24])([CH3:23])[O:21][CH2:20][CH2:19][C:13]=2[N:14]\1[CH2:15][CH:16]([CH3:18])[CH3:17])=O.COC1C=CC(P2(SP(C3C=CC(OC)=CC=3)(=S)S2)=[S:37])=CC=1.